Predict the product of the given reaction. From a dataset of Forward reaction prediction with 1.9M reactions from USPTO patents (1976-2016). (1) Given the reactants [CH:1]([C:3]1[CH:4]=[C:5]([B:9]([OH:11])[OH:10])[CH:6]=[CH:7][CH:8]=1)=O.[NH2:12][CH2:13][CH2:14][C@H:15]1[O:19][C:18](=[O:20])[N:17]([C:21]2[CH:31]=[CH:30][C:24]3[S:25][CH2:26][C:27](=[O:29])[NH:28][C:23]=3[CH:22]=2)[CH2:16]1.[BH-](OC(C)=O)(OC(C)=O)OC(C)=O.[Na+], predict the reaction product. The product is: [O:20]=[C:18]1[N:17]([C:21]2[CH:31]=[CH:30][C:24]3[S:25][CH2:26][C:27](=[O:29])[NH:28][C:23]=3[CH:22]=2)[CH2:16][C@@H:15]([CH2:14][CH2:13][NH:12][CH2:1][C:3]2[CH:4]=[C:5]([B:9]([OH:11])[OH:10])[CH:6]=[CH:7][CH:8]=2)[O:19]1. (2) Given the reactants [CH3:1][CH:2]1[CH2:6][CH2:5][CH2:4][N:3]1[CH2:7][CH2:8][CH2:9][O:10][C:11]1[CH:16]=[CH:15][C:14]([C:17]2[O:21][CH2:20][C:19]3([CH2:26][CH2:25][NH:24][CH2:23][CH2:22]3)[N:18]=2)=[CH:13][CH:12]=1.Br[CH:28]1[CH2:32][CH2:31][CH2:30][CH2:29]1.C(=O)([O-])[O-].[K+].[K+].[I-].[K+], predict the reaction product. The product is: [CH:28]1([N:24]2[CH2:23][CH2:22][C:19]3([N:18]=[C:17]([C:14]4[CH:13]=[CH:12][C:11]([O:10][CH2:9][CH2:8][CH2:7][N:3]5[CH2:4][CH2:5][CH2:6][CH:2]5[CH3:1])=[CH:16][CH:15]=4)[O:21][CH2:20]3)[CH2:26][CH2:25]2)[CH2:32][CH2:31][CH2:30][CH2:29]1. (3) Given the reactants [C:1]([OH:12])(=O)/[CH:2]=[CH:3]/[CH2:4][CH2:5][CH2:6][CH2:7][CH2:8][CH2:9][CH3:10].[C:13]1([N:19]2[CH2:24][CH2:23][NH:22][CH2:21][CH2:20]2)[CH:18]=[CH:17][CH:16]=[CH:15][CH:14]=1, predict the reaction product. The product is: [C:1]([N:22]1[CH2:23][CH2:24][N:19]([C:13]2[CH:18]=[CH:17][CH:16]=[CH:15][CH:14]=2)[CH2:20][CH2:21]1)(=[O:12])/[CH:2]=[CH:3]/[CH2:4][CH2:5][CH2:6][CH2:7][CH2:8][CH2:9][CH3:10]. (4) The product is: [Cl:18][C:3]1[C:2]([B:19]2[O:23][C:22]([CH3:25])([CH3:24])[C:21]([CH3:27])([CH3:26])[O:20]2)=[CH:10][CH:9]=[C:8]2[C:4]=1[CH2:5][CH2:6][N:7]2[C:11]([O:13][C:14]([CH3:17])([CH3:16])[CH3:15])=[O:12]. Given the reactants Br[C:2]1[C:3]([Cl:18])=[C:4]2[C:8](=[CH:9][CH:10]=1)[N:7]([C:11]([O:13][C:14]([CH3:17])([CH3:16])[CH3:15])=[O:12])[CH2:6][CH2:5]2.[B:19]1([B:19]2[O:23][C:22]([CH3:25])([CH3:24])[C:21]([CH3:27])([CH3:26])[O:20]2)[O:23][C:22]([CH3:25])([CH3:24])[C:21]([CH3:27])([CH3:26])[O:20]1.C([O-])(=O)C.[K+].[Na+].[Cl-], predict the reaction product. (5) The product is: [CH2:18]([O:20][C:21]([C:23]1[CH:24]=[C:25]([NH:29][C:30]2[N:32]=[C:5]([C:7]3[C:8]([Cl:13])=[N:9][CH:10]=[CH:11][CH:12]=3)[CH:4]=[CH:3][N:31]=2)[CH:26]=[CH:27][CH:28]=1)=[O:22])[CH3:19]. Given the reactants CN(C)[CH:3]=[CH:4][C:5]([C:7]1[C:8]([Cl:13])=[N:9][CH:10]=[CH:11][CH:12]=1)=O.N(O)=O.[CH2:18]([O:20][C:21]([C:23]1[CH:24]=[C:25]([NH:29][C:30]([NH2:32])=[NH:31])[CH:26]=[CH:27][CH:28]=1)=[O:22])[CH3:19].[OH-].[Li+], predict the reaction product.